Dataset: Peptide-MHC class II binding affinity with 134,281 pairs from IEDB. Task: Regression. Given a peptide amino acid sequence and an MHC pseudo amino acid sequence, predict their binding affinity value. This is MHC class II binding data. (1) The MHC is HLA-DQA10501-DQB10201 with pseudo-sequence HLA-DQA10501-DQB10201. The peptide sequence is GVLVATNFFGINTIP. The binding affinity (normalized) is 0.320. (2) The peptide sequence is KDKWIELKESWGAIW. The MHC is DRB3_0202 with pseudo-sequence DRB3_0202. The binding affinity (normalized) is 0. (3) The peptide sequence is AQNGVQAMSSLGSSL. The MHC is HLA-DQA10501-DQB10301 with pseudo-sequence HLA-DQA10501-DQB10301. The binding affinity (normalized) is 0.437.